From a dataset of Forward reaction prediction with 1.9M reactions from USPTO patents (1976-2016). Predict the product of the given reaction. (1) Given the reactants C([O:3][C:4](=[O:21])[C:5](=[O:20])[N:6]1[CH2:11][CH2:10][CH:9]([O:12][C:13]2[CH:18]=[CH:17][C:16]([CH3:19])=[CH:15][CH:14]=2)[CH2:8][CH2:7]1)C, predict the reaction product. The product is: [O:20]=[C:5]([N:6]1[CH2:11][CH2:10][CH:9]([O:12][C:13]2[CH:14]=[CH:15][C:16]([CH3:19])=[CH:17][CH:18]=2)[CH2:8][CH2:7]1)[C:4]([OH:21])=[O:3]. (2) Given the reactants NC1N=C2C(N=CN2)=C(OCC2C=CC(C[NH:18][C:19](=[O:34])[C:20]3[CH:25]=[CH:24][C:23](CNC(=O)C(F)(F)F)=[CH:22][CH:21]=3)=CC=2)N=1.CO.C([O-])([O-])=O.[Na+].[Na+].FC(F)(F)C(O)=O.[C:52](#[N:54])C, predict the reaction product. The product is: [NH2:54][CH2:52][C:25]1[CH:24]=[CH:23][CH:22]=[CH:21][C:20]=1[C:19]([NH2:18])=[O:34]. (3) The product is: [CH3:1][O:2][C:3](=[O:11])[CH2:4][CH2:5][CH2:6][CH2:7][C:8]([O:13][CH2:15][Cl:16])=[O:9]. Given the reactants [CH3:1][O:2][C:3](=[O:11])[CH2:4][CH2:5][CH2:6][CH2:7][C:8](Cl)=[O:9].C=[O:13].Cl[CH2:15][Cl:16], predict the reaction product.